Dataset: Catalyst prediction with 721,799 reactions and 888 catalyst types from USPTO. Task: Predict which catalyst facilitates the given reaction. (1) Reactant: Br[C:2]1[CH:8]=[CH:7][C:5]([NH2:6])=[CH:4][C:3]=1[Cl:9].[CH3:10][S:11]([C:14]1[CH:19]=[CH:18][C:17](B(O)O)=[CH:16][CH:15]=1)(=[O:13])=[O:12].C1(C)C=CC=CC=1.C(=O)([O-])[O-].[Na+].[Na+]. Product: [Cl:9][C:3]1[CH:4]=[C:5]([NH2:6])[CH:7]=[CH:8][C:2]=1[C:17]1[CH:18]=[CH:19][C:14]([S:11]([CH3:10])(=[O:13])=[O:12])=[CH:15][CH:16]=1. The catalyst class is: 461. (2) Reactant: [H-].[Na+].[CH3:3][O:4][CH:5]([O:17][CH3:18])[C:6]1[CH:15]=[CH:14][CH:13]=[C:12]([OH:16])[C:7]=1[C:8]([O:10][CH3:11])=[O:9].[CH2:19](Br)[CH:20]1[O:24][CH2:23][CH2:22][CH2:21]1. The catalyst class is: 18. Product: [CH3:3][O:4][CH:5]([O:17][CH3:18])[C:6]1[CH:15]=[CH:14][CH:13]=[C:12]([O:16][CH2:19][CH:20]2[CH2:21][CH2:22][CH2:23][O:24]2)[C:7]=1[C:8]([O:10][CH3:11])=[O:9].